This data is from NCI-60 drug combinations with 297,098 pairs across 59 cell lines. The task is: Regression. Given two drug SMILES strings and cell line genomic features, predict the synergy score measuring deviation from expected non-interaction effect. (1) Drug 1: CN(C(=O)NC(C=O)C(C(C(CO)O)O)O)N=O. Drug 2: C1CCC(C(C1)N)N.C(=O)(C(=O)[O-])[O-].[Pt+4]. Cell line: HT29. Synergy scores: CSS=3.41, Synergy_ZIP=-13.6, Synergy_Bliss=-26.4, Synergy_Loewe=-56.1, Synergy_HSA=-25.1. (2) Drug 1: CNC(=O)C1=CC=CC=C1SC2=CC3=C(C=C2)C(=NN3)C=CC4=CC=CC=N4. Drug 2: CCC1=C2CN3C(=CC4=C(C3=O)COC(=O)C4(CC)O)C2=NC5=C1C=C(C=C5)O. Cell line: BT-549. Synergy scores: CSS=26.3, Synergy_ZIP=-0.210, Synergy_Bliss=2.67, Synergy_Loewe=-22.7, Synergy_HSA=0.418.